This data is from Human Reference Interactome with 51,813 positive PPI pairs across 8,248 proteins, plus equal number of experimentally-validated negative pairs. The task is: Binary Classification. Given two protein amino acid sequences, predict whether they physically interact or not. Protein 1 (ENSG00000105829) has sequence MRRAGLGEGVPPGNYGNYGYANSGYSACEEENERLTESLRSKVTAIKSLSIEIGHEVKTQNKLLAEMDSQFDSTTGFLGKTMGKLKILSRGSQTKLLCYMMLFSLFVFFIIYWIIKLR*MRRAGLGEGVPPGNYGNYGYANSGYSACEEENERLTESLRSKVTAIKSLSIEIGHEVKTQNKLLAEMDSQFDSTTGFLVDPSGSRDFTSSSESLLLLILTVPQHLSRSLKRRRLTFSAIYHSCRIIS*XLPSFCINHFSLPLHSHAFSMGEGVPPGNYGNYGYANSGYSACEEENERLTES.... Protein 2 (ENSG00000165138) has sequence MGNFQLVKEIADEDPSHVNLVNGDGATPLMLAAVTGQLALVQLLVERHADVDKQDSVHGWTALMQATYHGNKEIVKYLLNQGADVTLRAKNGYTAFDLVMLLNDPDTELVRLLASVCMQVNKDKGRPSHQPPLPHSKVRQPWSIPVLPDDKGGLKSWWNRMSNRFRKLKLMQTLPRGLSSNQPLPFSDEPEPALDSTMRAAPQDKTSRSALPDAAPVTKDNGPGSTRGEKEDTLLTTMLRNGAPLTRLPSDKLKAVIPPFLPPSSFELWSSDRSRTRHNGKADPMKTALPQRASRGHPVG.... Result: 1 (the proteins interact).